Predict which catalyst facilitates the given reaction. From a dataset of Catalyst prediction with 721,799 reactions and 888 catalyst types from USPTO. (1) Reactant: [F:1][C:2]([F:12])([F:11])[O:3][C:4]1[C:5]([NH2:10])=[N:6][CH:7]=[CH:8][CH:9]=1.[Br:13]N1C(=O)CCC1=O. Product: [Br:13][C:8]1[CH:9]=[C:4]([O:3][C:2]([F:1])([F:11])[F:12])[C:5]([NH2:10])=[N:6][CH:7]=1. The catalyst class is: 4. (2) Reactant: [CH:1]1([C:4]2[N:8]([CH3:9])[C:7]3[CH:10]=[C:11]([N:14]4[CH:19]=[CH:18][C:17]([OH:20])=[CH:16][C:15]4=[O:21])[CH:12]=[CH:13][C:6]=3[N:5]=2)[CH2:3][CH2:2]1.[F:22][C:23]([F:32])([F:31])[C:24]1[N:25]=[C:26]([CH2:29]O)[S:27][CH:28]=1.C1(P(C2C=CC=CC=2)C2C=CC=CC=2)C=CC=CC=1.N(C(OCCOC)=O)=NC(OCCOC)=O. Product: [CH:1]1([C:4]2[N:8]([CH3:9])[C:7]3[CH:10]=[C:11]([N:14]4[CH:19]=[CH:18][C:17]([O:20][CH2:29][C:26]5[S:27][CH:28]=[C:24]([C:23]([F:32])([F:31])[F:22])[N:25]=5)=[CH:16][C:15]4=[O:21])[CH:12]=[CH:13][C:6]=3[N:5]=2)[CH2:2][CH2:3]1. The catalyst class is: 20. (3) Reactant: [H-].[Na+].CO[C:5](=[O:8])[O:6][CH3:7].[CH3:9][O:10][C:11]1[CH:19]=[C:18]2[C:14]([CH2:15][CH2:16][C:17]2=[O:20])=[CH:13][CH:12]=1. Product: [CH3:9][O:10][C:11]1[CH:19]=[C:18]2[C:14]([CH2:15][CH:16]([C:5]([O:6][CH3:7])=[O:8])[C:17]2=[O:20])=[CH:13][CH:12]=1. The catalyst class is: 1.